Dataset: Reaction yield outcomes from USPTO patents with 853,638 reactions. Task: Predict the reaction yield, written as a fraction of the theoretical maximum amount of product (1.0 means a 100% yield; for example, 0.34 means a 34% yield). The reactants are [H-].[Na+].[NH2:3][C:4]1[CH:9]=[CH:8][CH:7]=[CH:6][C:5]=1[S:10]([CH:13]([CH3:15])[CH3:14])(=[O:12])=[O:11].[Cl:16][C:17]1[N:22]=[C:21](Cl)[C:20]([CH3:24])=[CH:19][N:18]=1. The catalyst is CN(C=O)C. The product is [Cl:16][C:17]1[N:22]=[C:21]([NH:3][C:4]2[CH:9]=[CH:8][CH:7]=[CH:6][C:5]=2[S:10]([CH:13]([CH3:15])[CH3:14])(=[O:12])=[O:11])[C:20]([CH3:24])=[CH:19][N:18]=1. The yield is 0.240.